This data is from Catalyst prediction with 721,799 reactions and 888 catalyst types from USPTO. The task is: Predict which catalyst facilitates the given reaction. (1) Reactant: [CH3:1][N:2]1[C:6]([NH2:7])=[CH:5][C:4]([C:8]2[CH:13]=[CH:12][CH:11]=[CH:10][N:9]=2)=[N:3]1.[Br:14][C:15]1[CH:22]=[CH:21][C:18]([CH:19]=O)=[C:17]([Cl:23])[CH:16]=1.[C:24](O)(=[O:27])[CH2:25][SH:26]. Product: [Br:14][C:15]1[CH:22]=[CH:21][C:18]([CH:19]2[S:26][CH2:25][C:24](=[O:27])[NH:7][C:6]3[N:2]([CH3:1])[N:3]=[C:4]([C:8]4[CH:13]=[CH:12][CH:11]=[CH:10][N:9]=4)[C:5]2=3)=[C:17]([Cl:23])[CH:16]=1. The catalyst class is: 10. (2) Reactant: [F:1][C:2]1[CH:7]=[CH:6][CH:5]=[CH:4][C:3]=1/[CH:8]=[CH:9]/[C:10]([O:12][CH3:13])=[O:11].[N+:14]([CH3:17])([O-:16])=[O:15].C1CCN2C(=NCCC2)CC1. Product: [CH3:13][O:12][C:10](=[O:11])[CH2:9][CH:8]([C:3]1[CH:4]=[CH:5][CH:6]=[CH:7][C:2]=1[F:1])[CH2:17][N+:14]([O-:16])=[O:15]. The catalyst class is: 23. (3) Reactant: [C:1]([CH2:3][C:4]([N:6]1[CH2:9][CH:8]([CH2:10][N:11]2[C:15]3[CH:16]=[CH:17][CH:18]=[CH:19][C:14]=3[N:13]=[C:12]2[NH:20][C:21]([C:23]2[S:24][C:25]([C:28]3[CH:29]=[N:30][NH:31][CH:32]=3)=[CH:26][CH:27]=2)=[O:22])[CH2:7]1)=[O:5])#[N:2].N1CCCCC1.[CH3:39][C:40]([NH:44][C:45](=[O:51])[O:46][C:47]([CH3:50])([CH3:49])[CH3:48])([CH3:43])[CH:41]=O. Product: [NH:30]1[CH:29]=[C:28]([C:25]2[S:24][C:23]([C:21]([NH:20][C:12]3[N:11]([CH2:10][CH:8]4[CH2:7][N:6]([C:4](=[O:5])[C:3]([C:1]#[N:2])=[CH:43][C:40]([NH:44][C:45](=[O:51])[O:46][C:47]([CH3:50])([CH3:49])[CH3:48])([CH3:39])[CH3:41])[CH2:9]4)[C:15]4[CH:16]=[CH:17][CH:18]=[CH:19][C:14]=4[N:13]=3)=[O:22])=[CH:27][CH:26]=2)[CH:32]=[N:31]1. The catalyst class is: 61. (4) Reactant: [C:1]([C:5]1[CH:6]=[C:7]([CH:11]=[C:12]([C:16]([CH3:19])([CH3:18])[CH3:17])[C:13]=1[O:14][CH3:15])[C:8]([NH2:10])=O)([CH3:4])([CH3:3])[CH3:2].COC1C=CC(P2(SP(C3C=CC(OC)=CC=3)(=S)S2)=[S:29])=CC=1. Product: [C:1]([C:5]1[CH:6]=[C:7]([CH:11]=[C:12]([C:16]([CH3:19])([CH3:18])[CH3:17])[C:13]=1[O:14][CH3:15])[C:8](=[S:29])[NH2:10])([CH3:4])([CH3:3])[CH3:2]. The catalyst class is: 12. (5) Product: [F:13][C:14]1[C:15]([C:21]#[N:22])=[N:16][CH:17]=[C:18]([F:20])[C:19]=1[I:23]. Reactant: C(NC(C)C)(C)C.C([Li])CCC.[F:13][C:14]1[C:15]([C:21]#[N:22])=[N:16][CH:17]=[C:18]([F:20])[CH:19]=1.[I:23]I.C(=O)=O.CC(C)=O. The catalyst class is: 1.